This data is from Full USPTO retrosynthesis dataset with 1.9M reactions from patents (1976-2016). The task is: Predict the reactants needed to synthesize the given product. (1) Given the product [Br:17][C:12]1[CH:11]=[C:10]([N+:7]([O-:9])=[O:8])[CH:15]=[CH:14][C:13]=1[C:16]([OH:18])=[O:24], predict the reactants needed to synthesize it. The reactants are: N1C=CC=CC=1.[N+:7]([C:10]1[CH:15]=[CH:14][C:13]([CH3:16])=[C:12]([Br:17])[CH:11]=1)([O-:9])=[O:8].[O-:18][Mn](=O)(=O)=O.[K+].[OH-:24].[Na+]. (2) Given the product [OH:1][C@H:2]([C:25]1[CH:26]=[N:27][CH:28]=[CH:29][CH:30]=1)[CH2:3][NH:4][C@H:5]([CH3:24])[CH2:6][C:7]1[C:15]2[C:10]3=[C:11]([O:16][C@@H:17]([CH3:23])[C:18](=[O:20])[N:9]3[CH:8]=1)[CH:12]=[CH:13][CH:14]=2, predict the reactants needed to synthesize it. The reactants are: [OH:1][C@H:2]([C:25]1[CH:26]=[N:27][CH:28]=[CH:29][CH:30]=1)[CH2:3][NH:4][C@H:5]([CH3:24])[CH2:6][C:7]1[C:15]2[C:10](=[C:11]([O:16][C@@H:17]([CH3:23])[C:18]([O:20]CC)=O)[CH:12]=[CH:13][CH:14]=2)[NH:9][CH:8]=1.Cl.C(=O)([O-])[O-].[K+].[K+]. (3) Given the product [CH3:1][C:2]1[C:11]2[C:6](=[CH:7][CH:8]=[C:9]([C:27]#[N:28])[CH:10]=2)[O:5][C:4](=[O:20])[CH:3]=1, predict the reactants needed to synthesize it. The reactants are: [CH3:1][C:2]1[C:11]2[C:6](=[CH:7][CH:8]=[C:9](OS(C(F)(F)F)(=O)=O)[CH:10]=2)[O:5][C:4](=[O:20])[CH:3]=1.C(OCC)(=O)C.[CH3:27][N:28](C=O)C.